Task: Predict which catalyst facilitates the given reaction.. Dataset: Catalyst prediction with 721,799 reactions and 888 catalyst types from USPTO (1) Product: [NH2:23][C:22]1[N:2]=[CH:3][CH:4]=[C:5]([C:6]2[CH:15]=[CH:14][C:13]3[C:8](=[CH:9][CH:10]=[C:11]([N:16]([CH3:18])[CH3:17])[CH:12]=3)[CH:7]=2)[C:19]=1[C:20]#[N:21]. The catalyst class is: 5. Reactant: C[N:2](C)/[CH:3]=[CH:4]/[C:5](=[C:19]([C:22]#[N:23])[C:20]#[N:21])[C:6]1[CH:15]=[CH:14][C:13]2[C:8](=[CH:9][CH:10]=[C:11]([N:16]([CH3:18])[CH3:17])[CH:12]=2)[CH:7]=1. (2) Reactant: [NH2:1][CH2:2][C:3]1[C:11]2[S:10](=[O:13])(=[O:12])[N:9]=[C:8]([C:14]3[C:15](=[O:30])[N:16]([NH:25][CH2:26][CH:27]4[CH2:29][CH2:28]4)[C:17]4[C:22]([C:23]=3[OH:24])=[CH:21][CH:20]=[CH:19][CH:18]=4)[NH:7][C:6]=2[S:5][CH:4]=1.C(N(CC)CC)C.[CH2:38]([S:41](Cl)(=[O:43])=[O:42])[CH2:39][CH3:40]. Product: [CH:27]1([CH2:26][NH:25][N:16]2[C:17]3[C:22](=[CH:21][CH:20]=[CH:19][CH:18]=3)[C:23]([OH:24])=[C:14]([C:8]3[NH:7][C:6]4[S:5][CH:4]=[C:3]([CH2:2][NH:1][S:41]([CH2:38][CH2:39][CH3:40])(=[O:43])=[O:42])[C:11]=4[S:10](=[O:12])(=[O:13])[N:9]=3)[C:15]2=[O:30])[CH2:28][CH2:29]1. The catalyst class is: 9.